Task: Predict the reactants needed to synthesize the given product.. Dataset: Full USPTO retrosynthesis dataset with 1.9M reactions from patents (1976-2016) (1) Given the product [CH2:2]([C:5]1[NH:9][CH:8]=[N:7][C:6]=1[C:10]([Cl:16])=[O:12])[CH2:3][CH3:4], predict the reactants needed to synthesize it. The reactants are: Cl.[CH2:2]([C:5]1[NH:9][CH:8]=[N:7][C:6]=1[C:10]([OH:12])=O)[CH2:3][CH3:4].C(Cl)(=O)C([Cl:16])=O. (2) Given the product [N+:9]([C:6]1[CH:7]=[CH:8][C:3]([CH2:2][N:19]2[CH2:24][CH2:23][O:22][CH2:21][CH2:20]2)=[CH:4][CH:5]=1)([O-:11])=[O:10], predict the reactants needed to synthesize it. The reactants are: Br[CH2:2][C:3]1[CH:8]=[CH:7][C:6]([N+:9]([O-:11])=[O:10])=[CH:5][CH:4]=1.C(N(CC)CC)C.[NH:19]1[CH2:24][CH2:23][O:22][CH2:21][CH2:20]1. (3) Given the product [CH2:1]([O:3][C:4]1[C:13]2[C:8](=[CH:9][CH:10]=[C:11]([CH:14]=[C:15]3[S:19][C:18]([NH:32][CH2:31][CH2:30][C:26]4[CH:27]=[CH:28][CH:29]=[C:24]([F:23])[CH:25]=4)=[N:17][C:16]3=[O:22])[CH:12]=2)[N:7]=[CH:6][CH:5]=1)[CH3:2], predict the reactants needed to synthesize it. The reactants are: [CH2:1]([O:3][C:4]1[C:13]2[C:8](=[CH:9][CH:10]=[C:11]([CH:14]=[C:15]3[S:19][C:18](SC)=[N:17][C:16]3=[O:22])[CH:12]=2)[N:7]=[CH:6][CH:5]=1)[CH3:2].[F:23][C:24]1[CH:25]=[C:26]([CH2:30][CH2:31][NH2:32])[CH:27]=[CH:28][CH:29]=1.CCN(C(C)C)C(C)C.